This data is from NCI-60 drug combinations with 297,098 pairs across 59 cell lines. The task is: Regression. Given two drug SMILES strings and cell line genomic features, predict the synergy score measuring deviation from expected non-interaction effect. (1) Drug 1: C1CCC(CC1)NC(=O)N(CCCl)N=O. Drug 2: CC1CCC2CC(C(=CC=CC=CC(CC(C(=O)C(C(C(=CC(C(=O)CC(OC(=O)C3CCCCN3C(=O)C(=O)C1(O2)O)C(C)CC4CCC(C(C4)OC)OCCO)C)C)O)OC)C)C)C)OC. Cell line: HCC-2998. Synergy scores: CSS=7.11, Synergy_ZIP=-3.97, Synergy_Bliss=1.68, Synergy_Loewe=-3.46, Synergy_HSA=1.13. (2) Drug 1: C1=CC=C(C=C1)NC(=O)CCCCCCC(=O)NO. Drug 2: C1=CN(C=N1)CC(O)(P(=O)(O)O)P(=O)(O)O. Cell line: NCI-H322M. Synergy scores: CSS=4.67, Synergy_ZIP=-2.49, Synergy_Bliss=0.650, Synergy_Loewe=-1.31, Synergy_HSA=-0.865.